Dataset: Full USPTO retrosynthesis dataset with 1.9M reactions from patents (1976-2016). Task: Predict the reactants needed to synthesize the given product. (1) Given the product [N:31]1[NH:38][N:39]=[N:40][C:30]=1[C:27]1[CH:26]=[C:25]([CH:13]2[C:14]3[N:20]4[N:21]=[C:22]([CH3:24])[S:23][C:19]4=[N:18][C:15]=3[CH2:16][CH2:17][N:12]2[C:10](=[O:11])[CH2:9][O:8][C:7]2[C:2]([Cl:1])=[N:3][C:4]([N:32]3[CH2:37][CH2:36][O:35][CH2:34][CH2:33]3)=[CH:5][CH:6]=2)[S:29][CH:28]=1, predict the reactants needed to synthesize it. The reactants are: [Cl:1][C:2]1[C:7]([O:8][CH2:9][C:10]([N:12]2[CH2:17][CH2:16][C:15]3[N:18]=[C:19]4[S:23][C:22]([CH3:24])=[N:21][N:20]4[C:14]=3[CH:13]2[C:25]2[S:29][CH:28]=[C:27]([C:30]#[N:31])[CH:26]=2)=[O:11])=[CH:6][CH:5]=[C:4]([N:32]2[CH2:37][CH2:36][O:35][CH2:34][CH2:33]2)[N:3]=1.[N-:38]=[N+:39]=[N-:40].[Na+].[NH4+].[Cl-]. (2) Given the product [C:14]([Si:1]([O:18][CH2:19][C:20]1([CH2:26][O:27][CH3:31])[CH2:25][CH2:24][CH2:23][CH2:22][CH2:21]1)([C:8]1[CH:9]=[CH:10][CH:11]=[CH:12][CH:13]=1)[C:2]1[CH:3]=[CH:4][CH:5]=[CH:6][CH:7]=1)([CH3:17])([CH3:16])[CH3:15], predict the reactants needed to synthesize it. The reactants are: [Si:1]([O:18][CH2:19][C:20]1([CH2:26][OH:27])[CH2:25][CH2:24][CH2:23][CH2:22][CH2:21]1)([C:14]([CH3:17])([CH3:16])[CH3:15])([C:8]1[CH:13]=[CH:12][CH:11]=[CH:10][CH:9]=1)[C:2]1[CH:7]=[CH:6][CH:5]=[CH:4][CH:3]=1.[H-].[Na+].I[CH3:31].[Cl-].[NH4+].Cl. (3) Given the product [OH:13][C:8]1[O:7][C:6](=[O:9])[CH2:5][C:4]=1[CH2:1][CH2:2][CH3:3], predict the reactants needed to synthesize it. The reactants are: [CH2:1]([C:4]1[CH:5](O)[C:6](=[O:9])[O:7][CH:8]=1)[CH2:2][CH3:3].C(OCC)(=[O:13])C. (4) Given the product [CH2:22]([O:21][C:19](=[O:20])[CH2:18][O:10][C:5]1[CH:6]=[CH:7][CH:8]=[CH:9][C:4]=1[CH2:1][CH2:2][CH3:3])[CH3:23], predict the reactants needed to synthesize it. The reactants are: [CH2:1]([C:4]1[CH:9]=[CH:8][CH:7]=[CH:6][C:5]=1[OH:10])[CH2:2][CH3:3].C([O-])([O-])=O.[K+].[K+].Br[CH2:18][C:19]([O:21][CH2:22][CH3:23])=[O:20]. (5) The reactants are: FC(F)(F)C(O)=O.[F:8][C:9]1[CH:10]=[C:11]([NH:33][CH2:34][CH2:35][C:36]([O:38]C(C)(C)C)=[O:37])[CH:12]=[CH:13][C:14]=1[C:15]1[S:16][C:17]2[C:22]([N:23]=1)=[CH:21][CH:20]=[C:19]([C:24]1([C:27]3[CH:32]=[CH:31][CH:30]=[CH:29][CH:28]=3)[CH2:26][CH2:25]1)[N:18]=2. Given the product [F:8][C:9]1[CH:10]=[C:11]([NH:33][CH2:34][CH2:35][C:36]([OH:38])=[O:37])[CH:12]=[CH:13][C:14]=1[C:15]1[S:16][C:17]2[C:22]([N:23]=1)=[CH:21][CH:20]=[C:19]([C:24]1([C:27]3[CH:32]=[CH:31][CH:30]=[CH:29][CH:28]=3)[CH2:25][CH2:26]1)[N:18]=2, predict the reactants needed to synthesize it. (6) Given the product [CH3:20][O:19][C:13]1[C:12]([C:11](=[O:21])[CH2:7][C:6]#[N:8])=[CH:17][CH:16]=[C:15]([CH3:18])[N:14]=1, predict the reactants needed to synthesize it. The reactants are: [Li]CCCC.[C:6](#[N:8])[CH3:7].CO[C:11](=[O:21])[C:12]1[CH:17]=[CH:16][C:15]([CH3:18])=[N:14][C:13]=1[O:19][CH3:20]. (7) Given the product [CH2:1]([N:8]1[C:16]2[C:11](=[CH:12][CH:13]=[CH:14][CH:15]=2)[C:10]([C:35]#[C:34][C:28]2[CH:33]=[CH:32][CH:31]=[CH:30][CH:29]=2)=[N:9]1)[C:2]1[CH:3]=[CH:4][CH:5]=[CH:6][CH:7]=1, predict the reactants needed to synthesize it. The reactants are: [CH2:1]([N:8]1[C:16]2[C:11](=[CH:12][CH:13]=[CH:14][CH:15]=2)[C:10](OS(C2C=CC(C)=CC=2)(=O)=O)=[N:9]1)[C:2]1[CH:7]=[CH:6][CH:5]=[CH:4][CH:3]=1.[C:28]1([C:34]#[CH:35])[CH:33]=[CH:32][CH:31]=[CH:30][CH:29]=1. (8) Given the product [CH:27]1([N:18]([CH2:17][C:16]2[O:15][N:14]=[C:2]([C:3]3[CH:8]=[CH:7][C:6]([O:9][C:10]([F:13])([F:12])[F:11])=[CH:5][CH:4]=3)[N:1]=2)[C:19]([C:21]2[N:22]=[CH:23][N:24]([CH3:26])[CH:25]=2)=[O:20])[CH2:30][CH2:29][CH2:28]1, predict the reactants needed to synthesize it. The reactants are: [NH2:1][C:2](=[N:14][O:15][C:16](=O)[CH2:17][N:18]([CH:27]1[CH2:30][CH2:29][CH2:28]1)[C:19]([C:21]1[N:22]=[CH:23][N:24]([CH3:26])[CH:25]=1)=[O:20])[C:3]1[CH:8]=[CH:7][C:6]([O:9][C:10]([F:13])([F:12])[F:11])=[CH:5][CH:4]=1.C(O)(=O)C.